This data is from Forward reaction prediction with 1.9M reactions from USPTO patents (1976-2016). The task is: Predict the product of the given reaction. (1) Given the reactants [F:1][C:2]1[CH:3]=[C:4]([CH:6]=[CH:7][CH:8]=1)[NH2:5].O.Cl[C:11](Cl)(Cl)[CH:12]=[O:13].Cl.ON.S([O-])([O-])(=O)=[O:20].[Na+].[Na+].Cl, predict the reaction product. The product is: [F:1][C:2]1[CH:3]=[C:4]2[C:6]([C:12](=[O:13])[C:11](=[O:20])[NH:5]2)=[CH:7][CH:8]=1. (2) Given the reactants Br[C:2]1[CH:7]=[CH:6][N:5]=[C:4]([NH:8][C:9](=[O:11])[CH3:10])[CH:3]=1.[B:12]1([B:12]2[O:16][C:15]([CH3:18])([CH3:17])[C:14]([CH3:20])([CH3:19])[O:13]2)[O:16][C:15]([CH3:18])([CH3:17])[C:14]([CH3:20])([CH3:19])[O:13]1.C([O-])(=O)C.[K+], predict the reaction product. The product is: [CH3:19][C:14]1([CH3:20])[C:15]([CH3:18])([CH3:17])[O:16][B:12]([C:2]2[CH:7]=[CH:6][N:5]=[C:4]([NH:8][C:9](=[O:11])[CH3:10])[CH:3]=2)[O:13]1.